Task: Predict the product of the given reaction.. Dataset: Forward reaction prediction with 1.9M reactions from USPTO patents (1976-2016) (1) Given the reactants Br[C:2]1[CH:7]=[CH:6][C:5]([CH:8]([NH:13][C@H:14]([C:19]([NH:21][CH2:22][C:23]#[N:24])=[O:20])[CH2:15][CH:16]([CH3:18])[CH3:17])[C:9]([F:12])([F:11])[F:10])=[CH:4][CH:3]=1.C1(C2C=CC=CC=2)C=CC=CC=1P(C(C)(C)C)C(C)(C)C.P([O-])([O-])([O-])=O.[K+].[K+].[K+].[N:54]1(C(OC(C)(C)C)=O)[CH2:59][CH2:58][NH:57][CH2:56][CH2:55]1, predict the reaction product. The product is: [C:23]([CH2:22][NH:21][C:19](=[O:20])[C@H:14]([CH2:15][CH:16]([CH3:18])[CH3:17])[NH:13][CH:8]([C:5]1[CH:6]=[CH:7][C:2]([N:54]2[CH2:59][CH2:58][NH:57][CH2:56][CH2:55]2)=[CH:3][CH:4]=1)[C:9]([F:12])([F:11])[F:10])#[N:24]. (2) Given the reactants CC1(C)[O:6][C@@H:5]2[C@@H:7]([CH2:23][N:24]([CH3:49])[CH2:25][CH2:26][CH2:27][CH2:28][C:29]3[N:33](OCC[Si](C)(C)C)[C:32]4[CH:41]=[C:42]([C:45]([F:48])([F:47])[F:46])[CH:43]=[CH:44][C:31]=4[N:30]=3)[CH2:8][C@@H:9]([N:10]3[C:14]4[N:15]=[CH:16][N:17]=[C:18]([NH:19][CH:20]5[CH2:22][CH2:21]5)[C:13]=4[CH:12]=[CH:11]3)[C@@H:4]2[O:3]1.[ClH:51], predict the reaction product. The product is: [ClH:51].[ClH:51].[ClH:51].[CH:20]1([NH:19][C:18]2[C:13]3[CH:12]=[CH:11][N:10]([C@@H:9]4[CH2:8][C@H:7]([CH2:23][N:24]([CH3:49])[CH2:25][CH2:26][CH2:27][CH2:28][C:29]5[NH:33][C:32]6[CH:41]=[C:42]([C:45]([F:48])([F:47])[F:46])[CH:43]=[CH:44][C:31]=6[N:30]=5)[C@@H:5]([OH:6])[C@H:4]4[OH:3])[C:14]=3[N:15]=[CH:16][N:17]=2)[CH2:21][CH2:22]1. (3) Given the reactants [CH3:1][C:2]1([CH3:8])[CH2:6][CH2:5][CH2:4][C:3]1=[O:7].[Li+].CC([N-]C(C)C)C.C1C=CC(N[S:24]([C:27]([F:30])([F:29])[F:28])(=[O:26])=[O:25])=CC=1, predict the reaction product. The product is: [F:28][C:27]([F:30])([F:29])[S:24]([O:7][C:3]1[C:2]([CH3:8])([CH3:1])[CH2:6][CH2:5][CH:4]=1)(=[O:26])=[O:25]. (4) Given the reactants [CH3:1][C:2]1[CH:7]=[CH:6][C:5]([SH:8])=[CH:4][CH:3]=1.C(=O)([O-])[O-].[K+].[K+].Br[CH2:16][C:17]([C:19]1[CH:24]=[C:23]([N+:25]([O-:27])=[O:26])[C:22]([OH:28])=[C:21]([OH:29])[CH:20]=1)=[O:18], predict the reaction product. The product is: [OH:29][C:21]1[CH:20]=[C:19]([C:17](=[O:18])[CH2:16][S:8][C:5]2[CH:6]=[CH:7][C:2]([CH3:1])=[CH:3][CH:4]=2)[CH:24]=[C:23]([N+:25]([O-:27])=[O:26])[C:22]=1[OH:28]. (5) The product is: [C:1]([C:5]1[CH:14]=[C:13]([CH3:15])[C:8]([C:9]([OH:11])=[O:10])=[C:7]([F:16])[CH:6]=1)([CH3:4])([CH3:3])[CH3:2]. Given the reactants [C:1]([C:5]1[CH:14]=[C:13]([CH3:15])[C:8]([C:9]([O:11]C)=[O:10])=[C:7]([F:16])[CH:6]=1)([CH3:4])([CH3:3])[CH3:2], predict the reaction product. (6) Given the reactants [CH3:1][C:2]1[N:11]=[C:10]([CH3:12])[CH:9]=[C:8]2[C:3]=1[CH:4]=[C:5]([C:14]1[CH:19]=[CH:18][CH:17]=[CH:16][CH:15]=1)[C:6](=[O:13])[NH:7]2.[H-].[Na+].[CH3:22][C:23]1[C:24]([N:29]([CH2:52][O:53][CH2:54][CH2:55][O:56][CH3:57])[S:30]([C:33]2[S:34][C:35]([CH3:51])=[CH:36][C:37]=2[C:38]2[CH:49]=[CH:48][C:41]([CH2:42]OS(C)(=O)=O)=[CH:40][C:39]=2[CH3:50])(=[O:32])=[O:31])=[N:25][O:26][C:27]=1[CH3:28].O, predict the reaction product. The product is: [CH3:22][C:23]1[C:24]([N:29]([CH2:52][O:53][CH2:54][CH2:55][O:56][CH3:57])[S:30]([C:33]2[S:34][C:35]([CH3:51])=[CH:36][C:37]=2[C:38]2[CH:49]=[CH:48][C:41]([CH2:42][N:7]3[C:8]4[C:3](=[C:2]([CH3:1])[N:11]=[C:10]([CH3:12])[CH:9]=4)[CH:4]=[C:5]([C:14]4[CH:19]=[CH:18][CH:17]=[CH:16][CH:15]=4)[C:6]3=[O:13])=[CH:40][C:39]=2[CH3:50])(=[O:32])=[O:31])=[N:25][O:26][C:27]=1[CH3:28]. (7) Given the reactants [N+:1]([O:4][CH2:5][CH2:6][CH2:7][CH2:8][O:9][C:10]1[CH:11]=[C:12]([CH:16]=[CH:17][CH:18]=1)[C:13]([OH:15])=[O:14])([O-:3])=[O:2].C1CCC(N=C=NC2CCCCC2)CC1.O[C:35]1[CH:40]=[CH:39][C:38]([C:41]2[S:45][S:44][C:43](=[S:46])[CH:42]=2)=[CH:37][CH:36]=1, predict the reaction product. The product is: [N+:1]([O:4][CH2:5][CH2:6][CH2:7][CH2:8][O:9][C:10]1[CH:11]=[C:12]([CH:16]=[CH:17][CH:18]=1)[C:13]([O:15][C:35]1[CH:36]=[CH:37][C:38]([C:41]2[S:45][S:44][C:43](=[S:46])[CH:42]=2)=[CH:39][CH:40]=1)=[O:14])([O-:3])=[O:2]. (8) Given the reactants Br[C:2]1[CH:3]=[C:4]([C:8]([NH2:10])=[O:9])[N:5]([CH3:7])[CH:6]=1.[C:11]([C:15]1[CH:16]=[C:17]2[C:22](=[C:23]([F:25])[CH:24]=1)[C:21](=[O:26])[N:20]([C:27]1[CH:37]=[CH:36][CH:35]=[C:34](B3OC(C)(C)C(C)(C)O3)[C:28]=1[CH2:29][O:30]C(=O)C)[N:19]=[CH:18]2)([CH3:14])([CH3:13])[CH3:12], predict the reaction product. The product is: [C:11]([C:15]1[CH:16]=[C:17]2[C:22](=[C:23]([F:25])[CH:24]=1)[C:21](=[O:26])[N:20]([C:27]1[C:28]([CH2:29][OH:30])=[C:34]([C:2]3[CH:3]=[C:4]([C:8]([NH2:10])=[O:9])[N:5]([CH3:7])[CH:6]=3)[CH:35]=[CH:36][CH:37]=1)[N:19]=[CH:18]2)([CH3:14])([CH3:12])[CH3:13]. (9) Given the reactants [S:1]1[CH:5]=[CH:4][CH:3]=[C:2]1[CH:6]=[CH:7][C:8]([O-:10])=[O:9].C1(C)C(S([CH2:20][N+:21]#[C-:22])(=O)=O)=CC=CC=1.[H-].[Na+].[CH2:26](OCC)[CH3:27], predict the reaction product. The product is: [CH2:26]([O:9][C:8]([C:7]1[C:6]([C:2]2[S:1][CH:5]=[CH:4][CH:3]=2)=[CH:22][NH:21][CH:20]=1)=[O:10])[CH3:27].